The task is: Predict the reaction yield, written as a fraction of the theoretical maximum amount of product (1.0 means a 100% yield; for example, 0.34 means a 34% yield).. This data is from Reaction yield outcomes from USPTO patents with 853,638 reactions. (1) The catalyst is C1COCC1.[OH-].[Na+].O.CN(C=O)C. The yield is 0.300. The reactants are [F:1][C:2]1[CH:3]=[C:4]([CH:16]=[C:17]([F:19])[CH:18]=1)[CH2:5][C:6]1[O:10][N:9]=[C:8]([C:11]([O:13]CC)=O)[N:7]=1.Cl.[Cl:21][C:22]1[CH:23]=[C:24]2[C:28](=[CH:29][CH:30]=1)[NH:27][CH:26]=[C:25]2[CH2:31][CH2:32][NH2:33].CN(C(ON1N=NC2C=CC=NC1=2)=[N+](C)C)C.F[P-](F)(F)(F)(F)F.C(N(CC)C(C)C)(C)C. The product is [Cl:21][C:22]1[CH:23]=[C:24]2[C:28](=[CH:29][CH:30]=1)[NH:27][CH:26]=[C:25]2[CH2:31][CH2:32][NH:33][C:11]([C:8]1[N:7]=[C:6]([CH2:5][C:4]2[CH:16]=[C:17]([F:19])[CH:18]=[C:2]([F:1])[CH:3]=2)[O:10][N:9]=1)=[O:13]. (2) The reactants are [C:1]1([C:7]2[CH:12]=[CH:11][C:10]([C:13]3[N:14]=[C:15]([C:18]4[CH:22]=[C:21]([CH3:23])[N:20]([CH2:24][C:25]5[CH:30]=[CH:29][C:28]([CH3:31])=[CH:27][CH:26]=5)[N:19]=4)[O:16][CH:17]=3)=[CH:9][CH:8]=2)[CH2:6][CH2:5][CH2:4][CH2:3][CH:2]=1.[H][H]. The catalyst is C(O)C.[Pd]. The product is [CH:1]1([C:7]2[CH:8]=[CH:9][C:10]([C:13]3[N:14]=[C:15]([C:18]4[CH:22]=[C:21]([CH3:23])[N:20]([CH2:24][C:25]5[CH:30]=[CH:29][C:28]([CH3:31])=[CH:27][CH:26]=5)[N:19]=4)[O:16][CH:17]=3)=[CH:11][CH:12]=2)[CH2:6][CH2:5][CH2:4][CH2:3][CH2:2]1. The yield is 0.430. (3) The reactants are [CH3:1][C:2]1[CH:3]=[C:4]([CH:8]=[CH:9][C:10]=1[N+:11]([O-])=O)[C:5]([OH:7])=[O:6]. The catalyst is CO.[C].[Pd]. The product is [NH2:11][C:10]1[CH:9]=[CH:8][C:4]([C:5]([OH:7])=[O:6])=[CH:3][C:2]=1[CH3:1]. The yield is 0.960. (4) The reactants are Cl[C:2]1[N:7]=[C:6]([NH:8][C@H:9]([CH3:12])[CH2:10][OH:11])[C:5]([C:13]2[S:14][CH:15]=[CH:16][CH:17]=2)=[CH:4][N:3]=1.[NH2:18][C:19]1[CH:24]=[CH:23][C:22]([S:25]([CH3:37])(=[N:27][C:28](=[O:36])[NH:29][C:30]2[CH:31]=[N:32][CH:33]=[CH:34][CH:35]=2)=[O:26])=[CH:21][CH:20]=1. No catalyst specified. The product is [N:32]1[CH:33]=[CH:34][CH:35]=[C:30]([NH:29][C:28]([N:27]=[S:25]([C:22]2[CH:21]=[CH:20][C:19]([NH:18][C:2]3[N:7]=[C:6]([NH:8][C@H:9]([CH3:12])[CH2:10][OH:11])[C:5]([C:13]4[S:14][CH:15]=[CH:16][CH:17]=4)=[CH:4][N:3]=3)=[CH:24][CH:23]=2)([CH3:37])=[O:26])=[O:36])[CH:31]=1. The yield is 0.0400. (5) The reactants are C(OC([N:8]1[CH2:13][CH2:12][N:11]([C:14]2[CH:19]=[CH:18][C:17]([C:20]([F:23])([F:22])[F:21])=[C:16]([Cl:24])[N:15]=2)[CH2:10][C@@H:9]1[CH3:25])=O)(C)(C)C. The catalyst is C(Cl)Cl.C(O)(C(F)(F)F)=O. The product is [Cl:24][C:16]1[N:15]=[C:14]([N:11]2[CH2:12][CH2:13][NH:8][C@@H:9]([CH3:25])[CH2:10]2)[CH:19]=[CH:18][C:17]=1[C:20]([F:23])([F:21])[F:22]. The yield is 0.780. (6) The reactants are [NH2:1][C:2]1[N:7]=[CH:6][C:5]([CH2:8][C@@H:9]([C:15]2[N:16]=[CH:17][N:18]([CH2:20][C:21]3[CH:25]=[C:24]([C:26]4[S:27][C:28]([Cl:31])=[CH:29][CH:30]=4)[O:23][N:22]=3)[CH:19]=2)[C:10]([O:12]CC)=[O:11])=[CH:4][CH:3]=1.O. The yield is 0.690. The catalyst is Cl. The product is [NH2:1][C:2]1[N:7]=[CH:6][C:5]([CH2:8][C@@H:9]([C:15]2[N:16]=[CH:17][N:18]([CH2:20][C:21]3[CH:25]=[C:24]([C:26]4[S:27][C:28]([Cl:31])=[CH:29][CH:30]=4)[O:23][N:22]=3)[CH:19]=2)[C:10]([OH:12])=[O:11])=[CH:4][CH:3]=1. (7) The reactants are [F:1][C:2]1[CH:3]=[C:4]([O:9][C:10]2[CH:11]=[C:12]([CH:17]=[C:18]([O:20]S(C3C=CC(C)=CC=3)(=O)=O)[CH:19]=2)[C:13]([O:15][CH3:16])=[O:14])[CH:5]=[C:6]([F:8])[CH:7]=1.[OH-].[K+].O.Cl. The catalyst is CO. The product is [F:1][C:2]1[CH:3]=[C:4]([O:9][C:10]2[CH:11]=[C:12]([CH:17]=[C:18]([OH:20])[CH:19]=2)[C:13]([O:15][CH3:16])=[O:14])[CH:5]=[C:6]([F:8])[CH:7]=1. The yield is 0.920.